The task is: Predict the reaction yield, written as a fraction of the theoretical maximum amount of product (1.0 means a 100% yield; for example, 0.34 means a 34% yield).. This data is from Reaction yield outcomes from USPTO patents with 853,638 reactions. (1) The reactants are O[CH2:2][CH2:3][CH2:4][C:5]#[C:6][C:7]1[O:11][N:10]=[C:9]([CH2:12][CH2:13][C@@:14]([CH3:29])([S:25]([CH3:28])(=[O:27])=[O:26])[C:15]([NH:17][O:18][CH:19]2[CH2:24][CH2:23][CH2:22][CH2:21][O:20]2)=[O:16])[CH:8]=1.CCN(S(F)(F)[F:36])CC. The catalyst is C(Cl)Cl. The product is [F:36][CH2:2][CH2:3][CH2:4][C:5]#[C:6][C:7]1[O:11][N:10]=[C:9]([CH2:12][CH2:13][C@@:14]([CH3:29])([S:25]([CH3:28])(=[O:27])=[O:26])[C:15]([NH:17][O:18][CH:19]2[CH2:24][CH2:23][CH2:22][CH2:21][O:20]2)=[O:16])[CH:8]=1. The yield is 0.140. (2) The reactants are [CH3:1][O:2][C:3]([C:5]1[CH:13]=[C:12]2[C:8]([C:9]([CH:14]=O)=[CH:10][NH:11]2)=[CH:7][CH:6]=1)=[O:4].[O:16]1[CH2:21][CH2:20][N:19]([C:22]2[CH:28]=[CH:27][C:25]([NH2:26])=[CH:24][CH:23]=2)[CH2:18][CH2:17]1.C([Sn](Cl)(Cl)CCCC)CCC.C1([SiH3])C=CC=CC=1. The catalyst is C1COCC1. The product is [CH3:1][O:2][C:3]([C:5]1[CH:13]=[C:12]2[C:8]([C:9]([CH2:14][NH:26][C:25]3[CH:24]=[CH:23][C:22]([N:19]4[CH2:20][CH2:21][O:16][CH2:17][CH2:18]4)=[CH:28][CH:27]=3)=[CH:10][NH:11]2)=[CH:7][CH:6]=1)=[O:4]. The yield is 0.980. (3) The reactants are CS([O:5][C@@:6]([C:16]1[CH:17]=[C:18]([C:23]2[CH:28]=[CH:27][CH:26]=[CH:25][CH:24]=2)[CH:19]=[CH:20][C:21]=1[NH2:22])([C:11]#[C:12][CH:13]1[CH2:15][CH2:14]1)[C:7]([F:10])([F:9])[F:8])(=O)=O.[OH-].[Na+].[C:31]([O-])([O-])=[O:32].[Na+].[Na+].ClC(Cl)(OC(=O)OC(Cl)(Cl)Cl)Cl. The catalyst is C(OCC)(=O)C. The product is [CH:13]1([C:12]#[C:11][C@:6]2([C:7]([F:10])([F:9])[F:8])[C:16]3[CH:17]=[C:18]([C:23]4[CH:28]=[CH:27][CH:26]=[CH:25][CH:24]=4)[CH:19]=[CH:20][C:21]=3[NH:22][C:31](=[O:32])[O:5]2)[CH2:15][CH2:14]1. The yield is 0.980. (4) The reactants are [C:1]([O:4][C:5]1[C:6](=[CH:10][CH:11]=[CH:12][CH:13]=1)[C:7]([OH:9])=O)(=[O:3])[CH3:2].ClC(OCC)=O.Cl.[CH2:21]([O:41][CH:42]([CH2:49][CH3:50])[C:43]([O:45][CH2:46][CH2:47][NH2:48])=[O:44])[CH2:22][CH2:23][CH2:24]/[CH:25]=[CH:26]\[CH2:27]/[CH:28]=[CH:29]\[CH2:30]/[CH:31]=[CH:32]\[CH2:33]/[CH:34]=[CH:35]\[CH2:36]/[CH:37]=[CH:38]\[CH2:39][CH3:40]. The catalyst is C(Cl)Cl.O. The product is [CH2:21]([O:41][CH:42]([CH2:49][CH3:50])[C:43]([O:45][CH2:46][CH2:47][NH:48][C:7](=[O:9])[C:6]1[CH:10]=[CH:11][CH:12]=[CH:13][C:5]=1[O:4][C:1](=[O:3])[CH3:2])=[O:44])[CH2:22][CH2:23][CH2:24]/[CH:25]=[CH:26]\[CH2:27]/[CH:28]=[CH:29]\[CH2:30]/[CH:31]=[CH:32]\[CH2:33]/[CH:34]=[CH:35]\[CH2:36]/[CH:37]=[CH:38]\[CH2:39][CH3:40]. The yield is 0.230. (5) The reactants are C(Cl)Cl.[O:4]1[C:8]2[CH:9]=[CH:10][CH:11]=[CH:12][C:7]=2[CH:6]=[C:5]1[C:13]([C:16]1[CH:24]=[CH:23][C:22]([O:25][CH3:26])=[CH:21][C:17]=1[C:18]([OH:20])=O)([CH3:15])[CH3:14].FC(F)(F)C(OC(=O)C(F)(F)F)=O. The catalyst is O. The product is [CH3:26][O:25][C:22]1[CH:21]=[C:17]2[C:16]([C:13]([CH3:15])([CH3:14])[C:5]3[O:4][C:8]4[CH:9]=[CH:10][CH:11]=[CH:12][C:7]=4[C:6]=3[C:18]2=[O:20])=[CH:24][CH:23]=1. The yield is 0.840. (6) The yield is 0.870. The reactants are [OH:1][C:2]1[CH:9]=[C:8]([O:10][CH3:11])[CH:7]=[CH:6][C:3]=1[CH:4]=O.C(O)(=O)C.[H][H]. The product is [CH3:11][O:10][C:8]1[CH:7]=[CH:6][C:3]([CH3:4])=[C:2]([OH:1])[CH:9]=1. The catalyst is C(O)C.[Pd]. (7) The reactants are [N:1]1([CH2:11][CH2:12][C:13]([OH:15])=O)[C:10]2[C:5](=[CH:6][CH:7]=[CH:8][CH:9]=2)[CH2:4][CH2:3][CH2:2]1.F[B-](F)(F)F.C1(=O)N(OC(N(C)C)=[N+](C)C)C(=O)CC1.C(N(CC)C(C)C)(C)C.[NH2:45][CH:46]([CH2:48][CH2:49][CH2:50][N:51]([CH2:54][CH3:55])[CH2:52][CH3:53])[CH3:47]. The catalyst is CN(C=O)C.[Cl-].[Na+].O. The product is [CH2:54]([N:51]([CH2:52][CH3:53])[CH2:50][CH2:49][CH2:48][CH:46]([NH:45][C:13](=[O:15])[CH2:12][CH2:11][N:1]1[C:10]2[C:5](=[CH:6][CH:7]=[CH:8][CH:9]=2)[CH2:4][CH2:3][CH2:2]1)[CH3:47])[CH3:55]. The yield is 0.825. (8) The reactants are [CH3:1][C:2]1[CH:3]=[C:4]([C:8]2[CH:13]=[C:12]([C:14]([O-:16])=O)[C:11]([C:17]3[S:18][CH:19]=[CH:20][N:21]=3)=[CH:10][N:9]=2)[CH:5]=[N:6][CH:7]=1.[K+].[CH3:23][O:24][C:25]1[C:30]([O:31][CH3:32])=[CH:29][CH:28]=[C:27]([CH2:33][NH2:34])[N:26]=1.C(Cl)CCl.ON1C2N=CC=CC=2N=N1.C(N(C(C)C)CC)(C)C. The catalyst is CN(C=O)C. The product is [CH3:32][O:31][C:30]1[CH:29]=[CH:28][C:27]([CH2:33][NH:34][C:14]([C:12]2[C:11]([C:17]3[S:18][CH:19]=[CH:20][N:21]=3)=[CH:10][N:9]=[C:8]([C:4]3[CH:5]=[N:6][CH:7]=[C:2]([CH3:1])[CH:3]=3)[CH:13]=2)=[O:16])=[N:26][C:25]=1[O:24][CH3:23]. The yield is 0.750. (9) The catalyst is C1C=CC(P(C2C=CC=CC=2)[C-]2C=CC=C2)=CC=1.C1C=CC(P(C2C=CC=CC=2)[C-]2C=CC=C2)=CC=1.Cl[Pd]Cl.[Fe+2].ClCCl.O. The reactants are [CH:1]1([O:5][C:6]2[C:15](B3OC(C)(C)C(C)(C)O3)=[CH:14][CH:13]=[C:12]3[C:7]=2[CH2:8][CH2:9][C@H:10]([CH3:29])[N:11]3[C:25]([O:27][CH3:28])=[O:26])[CH2:4][CH2:3][CH2:2]1.Br[C:31]1[N:32]=[C:33]([N:36]2[CH2:41][CH2:40][N:39]([C:42]([O:44][C:45]([CH3:48])([CH3:47])[CH3:46])=[O:43])[CH2:38][CH2:37]2)[S:34][CH:35]=1.C(=O)([O-])[O-].[Na+].[Na+].O1CCOCC1. The yield is 0.640. The product is [C:45]([O:44][C:42]([N:39]1[CH2:40][CH2:41][N:36]([C:33]2[S:34][CH:35]=[C:31]([C:15]3[C:6]([O:5][CH:1]4[CH2:2][CH2:3][CH2:4]4)=[C:7]4[C:12](=[CH:13][CH:14]=3)[N:11]([C:25]([O:27][CH3:28])=[O:26])[C@@H:10]([CH3:29])[CH2:9][CH2:8]4)[N:32]=2)[CH2:37][CH2:38]1)=[O:43])([CH3:48])([CH3:46])[CH3:47].